Dataset: Full USPTO retrosynthesis dataset with 1.9M reactions from patents (1976-2016). Task: Predict the reactants needed to synthesize the given product. (1) Given the product [Cl:26][Si:27]([CH:4]1[C:5]2[S:6][CH:7]=[CH:8][C:9]=2[C:2]([CH3:1])=[C:3]1[CH3:10])([CH3:29])[CH3:28], predict the reactants needed to synthesize it. The reactants are: [CH3:1][CH:2]1[C:9]2[CH:8]=[CH:7][S:6][C:5]=2[CH:4]=[C:3]1[CH3:10].CC1C2C=CSC=2CC=1C.[Li]CCCC.[Cl:26][Si:27](Cl)([CH3:29])[CH3:28]. (2) Given the product [C:1]([O:5][C:6]([N:8]1[CH2:9][CH2:10][CH:11]([CH:14]([OH:15])[C:16]2[CH:17]=[N:18][CH:19]=[CH:20][CH:21]=2)[CH2:12][CH2:13]1)=[O:7])([CH3:4])([CH3:2])[CH3:3], predict the reactants needed to synthesize it. The reactants are: [C:1]([O:5][C:6]([N:8]1[CH2:13][CH2:12][CH:11]([CH:14]([C:16]2[C:17](Br)=[N:18][CH:19]=[CH:20][CH:21]=2)[OH:15])[CH2:10][CH2:9]1)=[O:7])([CH3:4])([CH3:3])[CH3:2].[OH-].[Na+]. (3) Given the product [N:18]1([C:14]2[C:22]3[C:17](=[N:18][CH:19]=[CH:20][CH:21]=3)[N:16]([CH2:24][C:25]3[S:26][CH:27]=[CH:28][CH:29]=3)[CH:15]=2)[CH2:19][CH2:20][CH2:21][CH2:22][CH2:17]1, predict the reactants needed to synthesize it. The reactants are: C(OC(N1CCC([C:14]2[C:22]3[C:17](=[N:18][CH:19]=[CH:20][CH:21]=3)[NH:16][CH:15]=2)CC1)=O)(C)(C)C.Br[CH2:24][C:25]1[S:26][CH:27]=[CH:28][CH:29]=1. (4) Given the product [N:1]1([C:7]2[N:8]=[C:9]([CH2:14][C:15]([NH:23][C:24]3[CH:25]=[CH:26][CH:27]=[C:28]([CH:32]([CH3:33])[CH3:31])[CH:29]=3)=[O:17])[NH:10][C:11](=[O:13])[CH:12]=2)[CH2:2][CH2:3][O:4][CH2:5][CH2:6]1, predict the reactants needed to synthesize it. The reactants are: [N:1]1([C:7]2[N:8]=[C:9]([CH2:14][C:15]([O-:17])=O)[NH:10][C:11](=[O:13])[CH:12]=2)[CH2:6][CH2:5][O:4][CH2:3][CH2:2]1.[Na+].O.C([NH:23][C:24]1[CH:29]=[CH:28][CH:27]=[CH:26][CH:25]=1)(C)C.O1C[CH2:33][CH2:32][CH2:31]1. (5) Given the product [CH3:15][N:2]([CH3:1])[CH2:3][CH2:4][CH2:5][C:6]#[C:7][C:8]1[CH:9]=[N:10][C:11]([NH:14][S:24]([C:21]2[CH:20]=[CH:19][C:18]([C:17]([F:16])([F:28])[F:29])=[CH:23][CH:22]=2)(=[O:26])=[O:25])=[N:12][CH:13]=1, predict the reactants needed to synthesize it. The reactants are: [CH3:1][N:2]([CH3:15])[CH2:3][CH2:4][CH2:5][C:6]#[C:7][C:8]1[CH:9]=[N:10][C:11]([NH2:14])=[N:12][CH:13]=1.[F:16][C:17]([F:29])([F:28])[C:18]1[CH:23]=[CH:22][C:21]([S:24](Cl)(=[O:26])=[O:25])=[CH:20][CH:19]=1. (6) Given the product [Br:1][C:2]1[CH:11]=[CH:10][CH:9]=[C:8]2[C:3]=1[CH2:4][CH2:5][N:6]([CH2:12][C:13]([F:22])([F:25])[CH3:14])[CH2:7]2, predict the reactants needed to synthesize it. The reactants are: [Br:1][C:2]1[CH:11]=[CH:10][CH:9]=[C:8]2[C:3]=1[CH2:4][CH2:5][N:6]([CH2:12][C:13](=O)[CH3:14])[CH2:7]2.C(N(S(F)(F)[F:22])CC)C.[F-:25].[Cs+].C([O-])(O)=O.[Na+]. (7) The reactants are: C(OC([N:8]1[CH2:13][CH2:12][CH:11]([C:14]2[NH:18][C:17]3[CH:19]=[CH:20][C:21]([C:23]#[N:24])=[CH:22][C:16]=3[N:15]=2)[CH2:10][CH2:9]1)=O)(C)(C)C.[ClH:25]. Given the product [ClH:25].[NH:8]1[CH2:9][CH2:10][CH:11]([C:14]2[NH:18][C:17]3[CH:19]=[CH:20][C:21]([C:23]#[N:24])=[CH:22][C:16]=3[N:15]=2)[CH2:12][CH2:13]1, predict the reactants needed to synthesize it.